Dataset: Forward reaction prediction with 1.9M reactions from USPTO patents (1976-2016). Task: Predict the product of the given reaction. Given the reactants [F:1][C:2]([F:12])([F:11])[C:3]1[CH:9]=[C:8](F)[CH:7]=[CH:6][C:4]=1[NH2:5].F[C:14]1[CH:21]=[CH:20][C:17]([C:18]#[N:19])=[CH:16][CH:15]=1, predict the reaction product. The product is: [NH2:19][CH2:18][C:17]1[CH:20]=[CH:21][C:14]([NH:5][C:4]2[CH:6]=[CH:7][CH:8]=[CH:9][C:3]=2[C:2]([F:12])([F:11])[F:1])=[CH:15][CH:16]=1.